From a dataset of Forward reaction prediction with 1.9M reactions from USPTO patents (1976-2016). Predict the product of the given reaction. (1) Given the reactants Cl[C:2]([O:4][CH2:5][CH3:6])=[O:3].[C:7]1(=[O:17])[NH:11][C:10](=[O:12])[C:9]2[CH2:13][CH2:14][CH2:15][CH2:16][C:8]1=2.C(N(CC)CC)C.CO, predict the reaction product. The product is: [CH2:5]([O:4][C:2]([N:11]1[C:10](=[O:12])[C:9]2[CH2:13][CH2:14][CH2:15][CH2:16][C:8]=2[C:7]1=[O:17])=[O:3])[CH3:6]. (2) Given the reactants [CH3:1][C:2]1O[C:4](=[O:12])[C:5]2[CH:11]=[CH:10][CH:9]=[CH:8][C:6]=2[N:7]=1.[Br:13][C:14]1[C:15]([CH3:21])=[C:16]([CH:18]=[CH:19][CH:20]=1)[NH2:17].C(OC(OCC)OCC)C, predict the reaction product. The product is: [Br:13][C:14]1[C:15]([CH3:21])=[C:16]([N:17]2[C:4](=[O:12])[C:5]3[C:6](=[CH:8][CH:9]=[CH:10][CH:11]=3)[N:7]=[C:2]2[CH3:1])[CH:18]=[CH:19][CH:20]=1.